From a dataset of Full USPTO retrosynthesis dataset with 1.9M reactions from patents (1976-2016). Predict the reactants needed to synthesize the given product. Given the product [Cl:8][C:7]1[C:2]2[N:1]=[CH:10][S:9][C:3]=2[N:4]=[CH:5][N:6]=1, predict the reactants needed to synthesize it. The reactants are: [NH2:1][C:2]1[C:3]([SH:9])=[N:4][CH:5]=[N:6][C:7]=1[Cl:8].[CH2:10](OC(OCC)OCC)C.